From a dataset of HIV replication inhibition screening data with 41,000+ compounds from the AIDS Antiviral Screen. Binary Classification. Given a drug SMILES string, predict its activity (active/inactive) in a high-throughput screening assay against a specified biological target. The drug is Cc1ccnc2c1NC(=O)c1cccnc1N2C1CC1. The result is 1 (active).